From a dataset of Forward reaction prediction with 1.9M reactions from USPTO patents (1976-2016). Predict the product of the given reaction. (1) Given the reactants Cl[C:2]1[N:3]=[C:4]([N:22]2[CH2:27][CH2:26][O:25][CH2:24][CH2:23]2)[C:5]2[O:10][C:9]([CH2:11][N:12]3[CH2:17][CH2:16][N:15]([S:18]([CH3:21])(=[O:20])=[O:19])[CH2:14][CH2:13]3)=[CH:8][C:6]=2[N:7]=1.CC1(C)C(C)(C)OB([C:36]2[CH:37]=[C:38]([CH:42]=[O:43])[CH:39]=[N:40][CH:41]=2)O1, predict the reaction product. The product is: [O:25]1[CH2:26][CH2:27][N:22]([C:4]2[C:5]3[O:10][C:9]([CH2:11][N:12]4[CH2:17][CH2:16][N:15]([S:18]([CH3:21])(=[O:20])=[O:19])[CH2:14][CH2:13]4)=[CH:8][C:6]=3[N:7]=[C:2]([C:36]3[CH:37]=[C:38]([CH:42]=[O:43])[CH:39]=[N:40][CH:41]=3)[N:3]=2)[CH2:23][CH2:24]1. (2) Given the reactants Cl[C:2]1[C:7]([C:8]2[CH:13]=[CH:12][C:11]([Cl:14])=[CH:10][CH:9]=2)=[C:6]([Cl:15])[N:5]=[CH:4][N:3]=1.[K].[S:17]1[CH:21]=[CH:20][CH:19]=[C:18]1[CH2:22][CH2:23][S:24]([NH2:27])(=[O:26])=[O:25].CCN(C(C)C)C(C)C, predict the reaction product. The product is: [Cl:15][C:6]1[N:5]=[CH:4][N:3]=[C:2]([NH:27][S:24]([CH2:23][CH2:22][C:18]2[S:17][CH:21]=[CH:20][CH:19]=2)(=[O:26])=[O:25])[C:7]=1[C:8]1[CH:13]=[CH:12][C:11]([Cl:14])=[CH:10][CH:9]=1. (3) Given the reactants Cl.[CH3:2][O:3][C:4](=[O:14])[C@H:5]([CH2:7][C:8]1[CH:13]=[CH:12][CH:11]=[CH:10][CH:9]=1)[NH2:6].CN1CCOCC1.[C:22]([N:30]1[C@@H:34]([CH3:35])[C:33](=O)[O:32]C1=O)(=[O:29])[C:23]1[CH:28]=[CH:27][CH:26]=[CH:25][CH:24]=1.C(N[C@H](C(O)=O)C)(=O)C1C=CC=CC=1.Cl, predict the reaction product. The product is: [CH3:2][O:3][C:4](=[O:14])[C@H:5]([CH2:7][C:8]1[CH:13]=[CH:12][CH:11]=[CH:10][CH:9]=1)[NH:6][C:33](=[O:32])[C@H:34]([CH3:35])[NH:30][C:22](=[O:29])[C:23]1[CH:24]=[CH:25][CH:26]=[CH:27][CH:28]=1.